Dataset: Peptide-MHC class I binding affinity with 185,985 pairs from IEDB/IMGT. Task: Regression. Given a peptide amino acid sequence and an MHC pseudo amino acid sequence, predict their binding affinity value. This is MHC class I binding data. The peptide sequence is GTITGGVCYY. The MHC is HLA-A29:02 with pseudo-sequence HLA-A29:02. The binding affinity (normalized) is 0.739.